Task: Predict the reactants needed to synthesize the given product.. Dataset: Full USPTO retrosynthesis dataset with 1.9M reactions from patents (1976-2016) (1) Given the product [NH2:9][C:34](=[O:35])[C@@H:33]([NH:32][C:30](=[O:31])[O:29][C:25]([CH3:28])([CH3:27])[CH3:26])[CH2:37][C:38]1[CH:43]=[CH:42][C:41]([O:44][CH:45]([CH3:47])[CH3:46])=[CH:40][CH:39]=1, predict the reactants needed to synthesize it. The reactants are: F[P-](F)(F)(F)(F)F.C[N+:9](C)=C(N(C)C)ON1C2N=CC=CC=2N=N1.[C:25]([O:29][C:30]([NH:32][C@@H:33]([CH2:37][C:38]1[CH:43]=[CH:42][C:41]([O:44][CH:45]([CH3:47])[CH3:46])=[CH:40][CH:39]=1)[C:34](O)=[O:35])=[O:31])([CH3:28])([CH3:27])[CH3:26].C(N(CC)C(C)C)(C)C.N.O1CCOCC1. (2) Given the product [CH3:1][O:2][CH2:3][CH2:4][O:5][CH2:6][CH2:7][O:8][CH2:9][CH2:10][O:11][CH2:12][CH2:13][O:14][CH2:15][CH2:16][O:17][CH2:18][CH2:19][O:20][CH2:21][CH2:22][NH:23][S:24]([C:27]1[CH:28]=[C:29]([C@H:33]([N:40]([CH3:41])[C:51](=[O:53])[CH2:50][C:45]2[CH:46]=[CH:47][C:48]([Cl:49])=[C:43]([Cl:42])[CH:44]=2)[CH2:34][N:35]2[CH2:36][CH2:37][CH2:38][CH2:39]2)[CH:30]=[CH:31][CH:32]=1)(=[O:26])=[O:25], predict the reactants needed to synthesize it. The reactants are: [CH3:1][O:2][CH2:3][CH2:4][O:5][CH2:6][CH2:7][O:8][CH2:9][CH2:10][O:11][CH2:12][CH2:13][O:14][CH2:15][CH2:16][O:17][CH2:18][CH2:19][O:20][CH2:21][CH2:22][NH:23][S:24]([C:27]1[CH:32]=[CH:31][CH:30]=[C:29]([C@H:33]([NH:40][CH3:41])[CH2:34][N:35]2[CH2:39][CH2:38][CH2:37][CH2:36]2)[CH:28]=1)(=[O:26])=[O:25].[Cl:42][C:43]1[CH:44]=[C:45]([CH2:50][C:51]([OH:53])=O)[CH:46]=[CH:47][C:48]=1[Cl:49].C1C=CC2N(O)N=NC=2C=1.O.CCN(C(C)C)C(C)C.CCN=C=NCCCN(C)C.Cl. (3) Given the product [O:12]=[C:8]1[NH:7][C:6]([C:13]2[CH:18]=[CH:17][CH:16]=[C:15]([CH3:19])[CH:14]=2)([CH2:5][O:4][CH2:1][CH:2]=[CH2:3])[C:10](=[O:11])[N:9]1[C:21]1[CH:28]=[CH:27][C:24]([C:25]#[N:26])=[C:23]([C:29]([F:30])([F:32])[F:31])[CH:22]=1, predict the reactants needed to synthesize it. The reactants are: [CH2:1]([O:4][CH2:5][C:6]1([C:13]2[CH:18]=[CH:17][CH:16]=[C:15]([CH3:19])[CH:14]=2)[C:10](=[O:11])[NH:9][C:8](=[O:12])[NH:7]1)[CH:2]=[CH2:3].Br[C:21]1[CH:28]=[CH:27][C:24]([C:25]#[N:26])=[C:23]([C:29]([F:32])([F:31])[F:30])[CH:22]=1.